Dataset: Forward reaction prediction with 1.9M reactions from USPTO patents (1976-2016). Task: Predict the product of the given reaction. (1) Given the reactants [OH:1]/[CH:2]=[C:3]1\[C:4](=[O:26])[C@:5]2([C:18]3[CH:23]=[CH:22][C:21]([O:24]C)=[CH:20][CH:19]=3)[C@@H:10]([CH2:11][CH2:12]\1)[C@H:9]([CH3:13])[C:8]1(OCC[O:14]1)[CH2:7][CH2:6]2.B(Br)(Br)Br, predict the reaction product. The product is: [OH:1]/[CH:2]=[C:3]1\[C:4](=[O:26])[C@:5]2([C:18]3[CH:19]=[CH:20][C:21]([OH:24])=[CH:22][CH:23]=3)[C@@H:10]([CH2:11][CH2:12]\1)[C@H:9]([CH3:13])[C:8](=[O:14])[CH2:7][CH2:6]2. (2) Given the reactants [Cl:1][C:2]1[CH:7]=[CH:6][CH:5]=[C:4]([Cl:8])[C:3]=1[S:9]([NH2:12])(=[O:11])=[O:10].[N+:13]([O-])([OH:15])=[O:14].O, predict the reaction product. The product is: [Cl:1][C:2]1[C:7]([N+:13]([O-:15])=[O:14])=[CH:6][CH:5]=[C:4]([Cl:8])[C:3]=1[S:9]([NH2:12])(=[O:10])=[O:11]. (3) The product is: [Br:10][CH2:9][C:3]1[CH:4]=[CH:5][C:6]([F:8])=[CH:7][C:2]=1[Cl:1]. Given the reactants [Cl:1][C:2]1[CH:7]=[C:6]([F:8])[CH:5]=[CH:4][C:3]=1[CH3:9].[Br:10]N1C(=O)CCC1=O.C(OOC(=O)C1C=CC=CC=1)(=O)C1C=CC=CC=1, predict the reaction product. (4) Given the reactants [CH2:1]([N:5]([CH2:23][CH:24]([CH3:26])[CH3:25])[C:6]1[CH:11]=[CH:10][C:9]([C:12]([CH3:19])=[CH:13][C:14]([O:16][CH2:17][CH3:18])=[O:15])=[CH:8][C:7]=1[N+:20]([O-])=O)[CH:2]([CH3:4])[CH3:3], predict the reaction product. The product is: [NH2:20][C:7]1[CH:8]=[C:9]([CH:12]([CH3:19])[CH2:13][C:14]([O:16][CH2:17][CH3:18])=[O:15])[CH:10]=[CH:11][C:6]=1[N:5]([CH2:23][CH:24]([CH3:25])[CH3:26])[CH2:1][CH:2]([CH3:4])[CH3:3]. (5) Given the reactants Br[C:2]1[C:3]([F:17])=[C:4]2[O:8][C:7]([CH:9]3[CH2:11][CH2:10]3)=[N:6][C:5]2=[C:12]([C:15]#[N:16])[C:13]=1[CH3:14].[C:18]1(B(O)O)[CH:23]=[CH:22][CH:21]=[CH:20][CH:19]=1.P([O-])([O-])([O-])=O.[K+].[K+].[K+].[Cl-].[NH4+], predict the reaction product. The product is: [CH:9]1([C:7]2[O:8][C:4]3[C:5](=[C:12]([C:15]#[N:16])[C:13]([CH3:14])=[C:2]([C:18]4[CH:23]=[CH:22][CH:21]=[CH:20][CH:19]=4)[C:3]=3[F:17])[N:6]=2)[CH2:11][CH2:10]1.